Dataset: Full USPTO retrosynthesis dataset with 1.9M reactions from patents (1976-2016). Task: Predict the reactants needed to synthesize the given product. Given the product [F:1][C:2]1[CH:7]=[CH:6][C:5]([C:8]2[C:9]3[CH:21]=[CH:20][C:19](=[O:22])[N:18]([C:23]4[CH:28]=[CH:27][CH:26]=[CH:25][C:24]=4[CH3:29])[C:10]=3[N:11]=[C:12]([NH:31][C:32]([CH2:35][OH:36])([CH3:37])[CH2:33][OH:34])[N:13]=2)=[C:4]([CH3:30])[CH:3]=1, predict the reactants needed to synthesize it. The reactants are: [F:1][C:2]1[CH:7]=[CH:6][C:5]([C:8]2[C:9]3[CH:21]=[CH:20][C:19](=[O:22])[N:18]([C:23]4[CH:28]=[CH:27][CH:26]=[CH:25][C:24]=4[CH3:29])[C:10]=3[N:11]=[C:12](S(C)(=O)=O)[N:13]=2)=[C:4]([CH3:30])[CH:3]=1.[NH2:31][C:32]([CH3:37])([CH2:35][OH:36])[CH2:33][OH:34].